From a dataset of Reaction yield outcomes from USPTO patents with 853,638 reactions. Predict the reaction yield, written as a fraction of the theoretical maximum amount of product (1.0 means a 100% yield; for example, 0.34 means a 34% yield). (1) The reactants are [CH2:1]1[CH2:16][O:15][C:3]2([CH2:12][CH2:11][CH2:10][C:9]3[C:4]2([CH3:14])[CH2:5][CH2:6][C:7](=[O:13])[CH:8]=3)[O:2]1.C[O-].[Na+].[CH:20](OC)=[O:21]. The catalyst is C1COCC1. The product is [CH2:16]1[CH2:1][O:2][C:3]2([CH2:12][CH2:11][CH2:10][C:9]3[C:4]2([CH3:14])[CH2:5][C:6](=[CH:20][OH:21])[C:7](=[O:13])[CH:8]=3)[O:15]1. The yield is 0.260. (2) The reactants are [CH2:1]([N:8]1[C:16]2[CH:15]=[CH:14][CH:13]=[C:12]([NH2:17])[C:11]=2[C:10]([CH3:18])=[N:9]1)[C:2]1[CH:7]=[CH:6][CH:5]=[CH:4][CH:3]=1.[N:19]1C=C(C(O)=O)N2C=CC=CC=12. No catalyst specified. The product is [CH3:18][C:10]1[C:11]2[C:12]([NH2:17])=[CH:13][CH:14]=[CH:15][C:16]=2[N:8]([CH2:1][C:2]2[CH:7]=[N:19][C:5]([CH3:6])=[CH:4][CH:3]=2)[N:9]=1. The yield is 0.110. (3) The reactants are [O:1]=[C:2]1[C:11]2[C:6](=[CH:7][CH:8]=[CH:9][CH:10]=2)[N:5]=[C:4]([CH2:12][CH2:13][CH2:14][C:15]([OH:17])=O)[NH:3]1.[CH3:18][N:19]1[C:23]2[CH:24]=[CH:25][CH:26]=[CH:27][C:22]=2[N:21]([CH:28]2[CH2:33][CH2:32][NH:31][CH2:30][CH2:29]2)[C:20]1=[O:34]. No catalyst specified. The product is [CH3:18][N:19]1[C:23]2[CH:24]=[CH:25][CH:26]=[CH:27][C:22]=2[N:21]([CH:28]2[CH2:33][CH2:32][N:31]([C:15](=[O:17])[CH2:14][CH2:13][CH2:12][C:4]3[NH:3][C:2](=[O:1])[C:11]4[C:6](=[CH:7][CH:8]=[CH:9][CH:10]=4)[N:5]=3)[CH2:30][CH2:29]2)[C:20]1=[O:34]. The yield is 0.110. (4) The reactants are [OH:1][C:2]1[CH:3]=[C:4]([NH:8][C:9](=[O:11])[CH3:10])[CH:5]=[CH:6][CH:7]=1.C(NC1C=C(OC(=O)C)C=CC=1)=O.[CH3:25][C:26](=[CH2:30])[CH2:27][CH2:28]O.CCOC(/N=N/C(OCC)=O)=O.C1C=CC(P(C2C=CC=CC=2)C2C=CC=CC=2)=CC=1. The catalyst is C1C=CC=CC=1.O. The product is [CH3:30][C:26](=[CH2:25])[CH2:27][CH2:28][O:1][C:2]1[CH:3]=[C:4]([NH:8][C:9](=[O:11])[CH3:10])[CH:5]=[CH:6][CH:7]=1. The yield is 0.520. (5) The reactants are [Br:1][C:2]1[CH:3]=[C:4]2[C:9](=[C:10]([C:12]([OH:14])=[O:13])[CH:11]=1)[O:8][C:7]([CH3:16])([CH3:15])[CH2:6][C:5]2([CH3:18])[CH3:17].[CH2:19](O)[C:20]([CH3:23])([CH3:22])[CH3:21].C1(N=C=NC2CCCCC2)CCCCC1. The catalyst is CN(C)C1C=CN=CC=1.ClCCl. The product is [CH3:19][C:20]([CH3:23])([CH3:22])[CH2:21][O:13][C:12]([C:10]1[CH:11]=[C:2]([Br:1])[CH:3]=[C:4]2[C:9]=1[O:8][C:7]([CH3:16])([CH3:15])[CH2:6][C:5]2([CH3:18])[CH3:17])=[O:14]. The yield is 0.880.